Dataset: Peptide-MHC class I binding affinity with 185,985 pairs from IEDB/IMGT. Task: Regression. Given a peptide amino acid sequence and an MHC pseudo amino acid sequence, predict their binding affinity value. This is MHC class I binding data. The binding affinity (normalized) is 0.240. The MHC is HLA-A29:02 with pseudo-sequence HLA-A29:02. The peptide sequence is KYILIQAGF.